From a dataset of Catalyst prediction with 721,799 reactions and 888 catalyst types from USPTO. Predict which catalyst facilitates the given reaction. (1) Reactant: C(N(CC)C(C)C)(C)C.FC(F)(F)C(O)=O.[S:17]1[C:21]2[CH:22]=[CH:23][CH:24]=[CH:25][C:20]=2[N:19]=[C:18]1[C:26]1[CH:31]=[CH:30][C:29]([C:32]([N:34]2[CH2:39][CH2:38][NH:37][CH2:36][CH2:35]2)=[O:33])=[CH:28][CH:27]=1.[OH:40][C:41]1([C:44](O)=[O:45])[CH2:43][CH2:42]1.CN(C(ON1N=NC2C1=CC=CC=2)=[N+](C)C)C.F[P-](F)(F)(F)(F)F. Product: [S:17]1[C:21]2[CH:22]=[CH:23][CH:24]=[CH:25][C:20]=2[N:19]=[C:18]1[C:26]1[CH:31]=[CH:30][C:29]([C:32]([N:34]2[CH2:35][CH2:36][N:37]([C:44]([C:41]3([OH:40])[CH2:43][CH2:42]3)=[O:45])[CH2:38][CH2:39]2)=[O:33])=[CH:28][CH:27]=1. The catalyst class is: 18. (2) Reactant: [H-].[H-].[H-].[H-].[Li+].[Al+3].[N+:7]([CH2:10][CH3:11])([O-:9])=[O:8].[CH:12](=[O:19])[C:13]1[CH:18]=[CH:17][CH:16]=[N:15][CH:14]=1. Product: [N+:7]([CH:10]([CH3:11])[CH:12]([C:13]1[CH:14]=[N:15][CH:16]=[CH:17][CH:18]=1)[OH:19])([O-:9])=[O:8]. The catalyst class is: 1. (3) Product: [Cl:1][C:2]1[CH:3]=[C:4]([O:8][CH2:9][C:10]2[CH:18]=[CH:17][C:13]([C:14]([NH:23][S:20]([CH3:19])(=[O:22])=[O:21])=[O:15])=[CH:12][CH:11]=2)[CH:5]=[N:6][CH:7]=1. The catalyst class is: 1. Reactant: [Cl:1][C:2]1[CH:3]=[C:4]([O:8][CH2:9][C:10]2[CH:18]=[CH:17][C:13]([C:14](O)=[O:15])=[CH:12][CH:11]=2)[CH:5]=[N:6][CH:7]=1.[CH3:19][S:20]([NH2:23])(=[O:22])=[O:21].C1CCN2C(=NCCC2)CC1. (4) Reactant: [Cl:1][C:2]1[C:11]2[C:6](=[C:7]([N+:12]([O-])=O)[CH:8]=[CH:9][CH:10]=2)[CH:5]=[CH:4][N:3]=1.C([O-])([O-])=O.[Na+].[Na+]. Product: [Cl:1][C:2]1[C:11]2[CH:10]=[CH:9][CH:8]=[C:7]([NH2:12])[C:6]=2[CH:5]=[CH:4][N:3]=1. The catalyst class is: 25. (5) Reactant: [CH:1]([C:3]1[C:12](=[O:13])[C:11]2[C:6](=[CH:7][CH:8]=[C:9]([CH3:14])[CH:10]=2)[O:5][CH:4]=1)=O.[CH2:15]([O:17][C:18]([C:20]#[C:21][C:22]([O:24][CH2:25][CH3:26])=[O:23])=[O:19])[CH3:16].C1(P(C2C=CC=CC=2)C2C=CC=CC=2)C=CC=CC=1.[CH3:46][O:47][C:48]1[CH:59]=[C:58]2[C:51]([NH:52][CH:53]=[C:54]2[CH2:55][CH2:56][NH2:57])=[CH:50][CH:49]=1. Product: [CH2:25]([O:24][C:22]([C:21]1[C:20]2([C:18]([O:17][CH2:15][CH3:16])=[O:19])[N:57]([CH2:56][CH2:55][C:54]3[C:58]4[C:51](=[CH:50][CH:49]=[C:48]([O:47][CH3:46])[CH:59]=4)[NH:52][C:53]=32)[CH:4]=[C:3]([C:12](=[O:13])[C:11]2[CH:10]=[C:9]([CH3:14])[CH:8]=[CH:7][C:6]=2[OH:5])[CH:1]=1)=[O:23])[CH3:26]. The catalyst class is: 11. (6) Reactant: Cl.[OH:2][C@@H:3]1[CH2:8][NH:7][C@H:6]([C:9]([OH:11])=[O:10])[CH2:5][CH2:4]1.O1CCOC[CH2:13]1. Product: [OH:2][C@@H:3]1[CH2:8][NH:7][C@H:6]([C:9]([O:11][CH3:13])=[O:10])[CH2:5][CH2:4]1. The catalyst class is: 5.